From a dataset of Catalyst prediction with 721,799 reactions and 888 catalyst types from USPTO. Predict which catalyst facilitates the given reaction. (1) Reactant: [C:1]([Si:5]([CH3:11])([CH3:10])[O:6][CH2:7][C:8]#[CH:9])([CH3:4])([CH3:3])[CH3:2].C([Li])CCC.[CH3:17][C:18]1([CH3:29])[C:22]([CH3:24])([CH3:23])[O:21][B:20](OC(C)C)[O:19]1. Product: [C:1]([Si:5]([CH3:10])([CH3:11])[O:6][CH2:7][C:8]#[C:9][B:20]1[O:21][C:22]([CH3:24])([CH3:23])[C:18]([CH3:29])([CH3:17])[O:19]1)([CH3:3])([CH3:4])[CH3:2]. The catalyst class is: 7. (2) Reactant: [CH3:1][Si:2]([CH3:40])([CH3:39])[CH2:3][CH2:4][O:5][CH2:6][N:7]([CH2:31][O:32][CH2:33][CH2:34][Si:35]([CH3:38])([CH3:37])[CH3:36])[C:8]1[N:13]2[N:14]=[CH:15][C:16]([C:17]3[CH:18]=[N:19][C:20]4[C:25]([CH:26]=3)=[CH:24][C:23]([F:27])=[CH:22][CH:21]=4)=[C:12]2[N:11]=[C:10]([CH:28]([OH:30])[CH3:29])[CH:9]=1.C(N(CC)CC)C.[CH3:48][S:49](Cl)(=[O:51])=[O:50]. Product: [CH3:48][S:49]([O:30][CH:28]([C:10]1[CH:9]=[C:8]([N:7]([CH2:31][O:32][CH2:33][CH2:34][Si:35]([CH3:38])([CH3:37])[CH3:36])[CH2:6][O:5][CH2:4][CH2:3][Si:2]([CH3:39])([CH3:1])[CH3:40])[N:13]2[N:14]=[CH:15][C:16]([C:17]3[CH:18]=[N:19][C:20]4[C:25]([CH:26]=3)=[CH:24][C:23]([F:27])=[CH:22][CH:21]=4)=[C:12]2[N:11]=1)[CH3:29])(=[O:51])=[O:50]. The catalyst class is: 2.